Dataset: NCI-60 drug combinations with 297,098 pairs across 59 cell lines. Task: Regression. Given two drug SMILES strings and cell line genomic features, predict the synergy score measuring deviation from expected non-interaction effect. (1) Cell line: RXF 393. Drug 1: CN(CCCl)CCCl.Cl. Drug 2: C(CN)CNCCSP(=O)(O)O. Synergy scores: CSS=4.86, Synergy_ZIP=0.371, Synergy_Bliss=3.34, Synergy_Loewe=-3.94, Synergy_HSA=-0.856. (2) Drug 1: CN1CCC(CC1)COC2=C(C=C3C(=C2)N=CN=C3NC4=C(C=C(C=C4)Br)F)OC. Drug 2: C#CCC(CC1=CN=C2C(=N1)C(=NC(=N2)N)N)C3=CC=C(C=C3)C(=O)NC(CCC(=O)O)C(=O)O. Cell line: A498. Synergy scores: CSS=13.1, Synergy_ZIP=-5.82, Synergy_Bliss=-1.88, Synergy_Loewe=-0.704, Synergy_HSA=-0.389. (3) Drug 1: CC1=C(C=C(C=C1)C(=O)NC2=CC(=CC(=C2)C(F)(F)F)N3C=C(N=C3)C)NC4=NC=CC(=N4)C5=CN=CC=C5. Drug 2: COCCOC1=C(C=C2C(=C1)C(=NC=N2)NC3=CC=CC(=C3)C#C)OCCOC.Cl. Cell line: MOLT-4. Synergy scores: CSS=-6.72, Synergy_ZIP=8.64, Synergy_Bliss=4.07, Synergy_Loewe=-7.75, Synergy_HSA=-8.05. (4) Drug 1: CC1=C2C(C(=O)C3(C(CC4C(C3C(C(C2(C)C)(CC1OC(=O)C(C(C5=CC=CC=C5)NC(=O)OC(C)(C)C)O)O)OC(=O)C6=CC=CC=C6)(CO4)OC(=O)C)OC)C)OC. Drug 2: CC1=C(C(=O)C2=C(C1=O)N3CC4C(C3(C2COC(=O)N)OC)N4)N. Cell line: EKVX. Synergy scores: CSS=35.5, Synergy_ZIP=1.03, Synergy_Bliss=1.22, Synergy_Loewe=-23.7, Synergy_HSA=1.04. (5) Drug 2: CC(C)NC(=O)C1=CC=C(C=C1)CNNC.Cl. Synergy scores: CSS=44.7, Synergy_ZIP=3.70, Synergy_Bliss=2.84, Synergy_Loewe=1.75, Synergy_HSA=1.81. Cell line: SW-620. Drug 1: CCN(CC)CCCC(C)NC1=C2C=C(C=CC2=NC3=C1C=CC(=C3)Cl)OC. (6) Drug 1: C1=CC(=CC=C1C#N)C(C2=CC=C(C=C2)C#N)N3C=NC=N3. Drug 2: CC1CCC2CC(C(=CC=CC=CC(CC(C(=O)C(C(C(=CC(C(=O)CC(OC(=O)C3CCCCN3C(=O)C(=O)C1(O2)O)C(C)CC4CCC(C(C4)OC)O)C)C)O)OC)C)C)C)OC. Cell line: RXF 393. Synergy scores: CSS=-1.03, Synergy_ZIP=0.778, Synergy_Bliss=-0.317, Synergy_Loewe=-5.67, Synergy_HSA=-4.50. (7) Drug 1: C1CN(P(=O)(OC1)NCCCl)CCCl. Cell line: HOP-62. Drug 2: N.N.Cl[Pt+2]Cl. Synergy scores: CSS=32.0, Synergy_ZIP=-3.56, Synergy_Bliss=-1.34, Synergy_Loewe=-30.4, Synergy_HSA=0.0444.